Dataset: Catalyst prediction with 721,799 reactions and 888 catalyst types from USPTO. Task: Predict which catalyst facilitates the given reaction. The catalyst class is: 246. Product: [CH3:25][O:24][C:20]1[C:19]2[C:15]([N:10]3[CH2:11][CH2:12][N:8]([C:3]4[CH:4]=[N:5][CH:6]=[CH:7][C:2]=4[CH3:1])[C:9]3=[O:13])=[CH:16][S:17][C:18]=2[CH:23]=[CH:22][N:21]=1. Reactant: [CH3:1][C:2]1[CH:7]=[CH:6][N:5]=[CH:4][C:3]=1[N:8]1[CH2:12][CH2:11][NH:10][C:9]1=[O:13].Br[C:15]1[C:19]2[C:20]([O:24][CH3:25])=[N:21][CH:22]=[CH:23][C:18]=2[S:17][CH:16]=1.N[C@@H]1CCCC[C@H]1N.P([O-])([O-])([O-])=O.[K+].[K+].[K+].